This data is from Reaction yield outcomes from USPTO patents with 853,638 reactions. The task is: Predict the reaction yield, written as a fraction of the theoretical maximum amount of product (1.0 means a 100% yield; for example, 0.34 means a 34% yield). (1) The reactants are [CH3:1][O:2][C:3]1[CH:20]=[CH:19][C:6]([CH2:7][NH:8][S:9]([NH:12][CH2:13][C:14](OCC)=[O:15])(=[O:11])=[O:10])=[CH:5][CH:4]=1.C[O-].[Na+].Cl. The catalyst is CO. The product is [CH3:1][O:2][C:3]1[CH:20]=[CH:19][C:6]([CH2:7][N:8]2[C:14](=[O:15])[CH2:13][NH:12][S:9]2(=[O:11])=[O:10])=[CH:5][CH:4]=1. The yield is 0.710. (2) The product is [Br:24][C:25]1[C:26]([O:1][C:2]2[CH:3]=[CH:4][C:5]3[N:9]=[C:8]([CH2:10][O:11][C:12]4[CH:13]=[C:14]([CH:19]=[CH:20][CH:21]=4)[C:15]([O:17][CH3:18])=[O:16])[N:7]([CH3:22])[C:6]=3[CH:23]=2)=[N:27][CH:28]=[C:29]([Br:31])[CH:30]=1. The yield is 0.740. The reactants are [OH:1][C:2]1[CH:3]=[CH:4][C:5]2[N:9]=[C:8]([CH2:10][O:11][C:12]3[CH:13]=[C:14]([CH:19]=[CH:20][CH:21]=3)[C:15]([O:17][CH3:18])=[O:16])[N:7]([CH3:22])[C:6]=2[CH:23]=1.[Br:24][C:25]1[C:26](F)=[N:27][CH:28]=[C:29]([Br:31])[CH:30]=1.N1C2C(=CC=C3C=2N=CC=C3)C=CC=1.C(=O)([O-])[O-].[Cs+].[Cs+]. The catalyst is [Cu](I)I.CN(C=O)C. (3) The reactants are [N:1]1[C:10]2[C:5](=[CH:6][C:7]([CH2:11][C:12]3[N:16]4[CH:17]=[C:18]([C:21](=O)[CH3:22])[CH:19]=[N:20][C:15]4=[N:14][CH:13]=3)=[CH:8][CH:9]=2)[CH:4]=[CH:3][CH:2]=1.Cl.[NH:25]([C:27]([NH2:29])=[O:28])[NH2:26]. The catalyst is CO. The product is [N:1]1[C:10]2[C:5](=[CH:6][C:7]([CH2:11][C:12]3[N:16]4[CH:17]=[C:18](/[C:21](=[N:26]/[NH:25][C:27]([NH2:29])=[O:28])/[CH3:22])[CH:19]=[N:20][C:15]4=[N:14][CH:13]=3)=[CH:8][CH:9]=2)[CH:4]=[CH:3][CH:2]=1. The yield is 0.0880.